Dataset: Full USPTO retrosynthesis dataset with 1.9M reactions from patents (1976-2016). Task: Predict the reactants needed to synthesize the given product. (1) Given the product [NH2:12][C:6]1[N:7]=[C:8]([CH3:11])[C:9](/[CH:15]=[CH:14]/[C:13]([O:17][CH2:18][CH3:19])=[O:16])=[C:4]([NH:3][CH:1]2[CH2:26][CH2:25][O:27][CH2:2]2)[N:5]=1, predict the reactants needed to synthesize it. The reactants are: [CH2:1]([NH:3][C:4]1[C:9](I)=[C:8]([CH3:11])[N:7]=[C:6]([NH2:12])[N:5]=1)[CH3:2].[C:13]([O:17][CH2:18][CH3:19])(=[O:16])[CH:14]=[CH2:15].C(N([CH2:25][CH3:26])CC)C.[OH2:27]. (2) Given the product [CH3:7][O:6][C:4](=[O:5])[C:3]1[CH:8]=[C:9]([Cl:16])[CH:10]=[C:11]([CH3:12])[C:2]=1[NH2:1], predict the reactants needed to synthesize it. The reactants are: [NH2:1][C:2]1[C:11]([CH3:12])=[CH:10][CH:9]=[CH:8][C:3]=1[C:4]([O:6][CH3:7])=[O:5].S(Cl)([Cl:16])(=O)=O.O.[OH-].[Na+]. (3) Given the product [ClH:25].[CH:22]1([C@H:20]([O:19][C:17]2[CH:16]=[N:15][C:13]3[CH2:14][NH:8][CH2:9][CH2:10][O:11][C:12]=3[N:18]=2)[CH3:21])[CH2:24][CH2:23]1, predict the reactants needed to synthesize it. The reactants are: C([N:8]1[CH2:14][C:13]2[N:15]=[CH:16][C:17]([O:19][C@@H:20]([CH:22]3[CH2:24][CH2:23]3)[CH3:21])=[N:18][C:12]=2[O:11][CH2:10][CH2:9]1)C1C=CC=CC=1.[Cl:25]C(OC(Cl)C)=O.